Dataset: Reaction yield outcomes from USPTO patents with 853,638 reactions. Task: Predict the reaction yield, written as a fraction of the theoretical maximum amount of product (1.0 means a 100% yield; for example, 0.34 means a 34% yield). (1) The reactants are Br[C:2]1[CH:11]=[N:10][C:9]2[C:8]([N:12]3[CH2:17][CH2:16][O:15][CH2:14][CH2:13]3)=[N:7][C:6]([Cl:18])=[N:5][C:4]=2[CH:3]=1.[N:19]1[CH:24]=[C:23](B(O)O)[CH:22]=[N:21][CH:20]=1.C(=O)([O-])[O-].[Na+].[Na+].CN(C=O)C. The catalyst is Cl[Pd](Cl)([P](C1C=CC=CC=1)(C1C=CC=CC=1)C1C=CC=CC=1)[P](C1C=CC=CC=1)(C1C=CC=CC=1)C1C=CC=CC=1.O. The product is [Cl:18][C:6]1[N:7]=[C:8]([N:12]2[CH2:17][CH2:16][O:15][CH2:14][CH2:13]2)[C:9]2[N:10]=[CH:11][C:2]([C:23]3[CH:24]=[N:19][CH:20]=[N:21][CH:22]=3)=[CH:3][C:4]=2[N:5]=1. The yield is 0.430. (2) The product is [O:41]=[S:29]1(=[O:40])[C:35]2[CH:36]=[CH:37][CH:38]=[CH:39][C:34]=2[CH2:33][N:32]([C:2]2[N:11]=[C:10]([NH:12][CH2:13][CH:14]([OH:15])[CH2:18][OH:17])[C:9]3[C:4](=[CH:5][CH:6]=[C:7]([CH3:21])[CH:8]=3)[N:3]=2)[CH2:31][CH2:30]1. The reactants are Cl[C:2]1[N:11]=[C:10]([NH:12][CH2:13][CH:14]2[CH2:18][O:17]C(C)(C)[O:15]2)[C:9]2[C:4](=[CH:5][CH:6]=[C:7]([CH3:21])[CH:8]=2)[N:3]=1.C(N(CC)CC)C.[S:29]1(=[O:41])(=[O:40])[C:35]2[CH:36]=[CH:37][CH:38]=[CH:39][C:34]=2[CH2:33][NH:32][CH2:31][CH2:30]1.Cl. The catalyst is CN(C)C=O.CO. The yield is 0.100. (3) The reactants are [Cl:1][C:2]1[CH:3]=[C:4]([NH:10][C:11]([CH2:13][CH:14]([CH3:19])[CH2:15][C:16]([OH:18])=O)=[O:12])[CH:5]=[CH:6][C:7]=1[C:8]#[N:9].CCN(C(C)C)C(C)C.C(P1(=O)OP(CCC)(=O)OP(CCC)(=O)O1)CC.[NH2:47][C:48]1[CH:49]=[C:50]2[C:55](=[CH:56][CH:57]=1)[N:54]([CH2:58][C:59]#[N:60])[C:53](=[O:61])[N:52]([CH2:62][CH3:63])[C:51]2=[O:64]. The catalyst is C(OCC)(=O)C.O. The product is [Cl:1][C:2]1[CH:3]=[C:4]([NH:10][C:11](=[O:12])[CH2:13][CH:14]([CH3:19])[CH2:15][C:16]([NH:47][C:48]2[CH:49]=[C:50]3[C:55](=[CH:56][CH:57]=2)[N:54]([CH2:58][C:59]#[N:60])[C:53](=[O:61])[N:52]([CH2:62][CH3:63])[C:51]3=[O:64])=[O:18])[CH:5]=[CH:6][C:7]=1[C:8]#[N:9]. The yield is 0.100. (4) The reactants are [N:1]1[N:2]=[C:3]([C:10]2[CH:19]=[CH:18][C:17]3[C:12](=[C:13]([O:20][CH2:21][C:22]4([OH:36])[CH2:28][CH2:27][CH2:26][N:25]([C:29]([O:31][C:32]([CH3:35])([CH3:34])[CH3:33])=[O:30])[CH2:24][CH2:23]4)[CH:14]=[CH:15][CH:16]=3)[N:11]=2)[N:4]2[CH:9]=[CH:8][CH:7]=[CH:6][C:5]=12.I[CH3:38].[H-].[Na+]. The catalyst is CN(C=O)C. The product is [N:1]1[N:2]=[C:3]([C:10]2[CH:19]=[CH:18][C:17]3[C:12](=[C:13]([O:20][CH2:21][C:22]4([O:36][CH3:38])[CH2:28][CH2:27][CH2:26][N:25]([C:29]([O:31][C:32]([CH3:33])([CH3:35])[CH3:34])=[O:30])[CH2:24][CH2:23]4)[CH:14]=[CH:15][CH:16]=3)[N:11]=2)[N:4]2[CH:9]=[CH:8][CH:7]=[CH:6][C:5]=12. The yield is 0.670. (5) The reactants are [Cl:1][C:2]1[C:3]([Si](C)(C)C)=[CH:4][C:5]2[N:6]([C:8]([C:11]3[CH:16]=[CH:15][CH:14]=[CH:13][C:12]=3[F:17])=[N:9][N:10]=2)[N:7]=1.[Br:22]C(F)(F)C(F)(F)Br. The catalyst is CCCC[N+](CCCC)(CCCC)CCCC.C1C=CC([Sn-](F)(F)(C2C=CC=CC=2)C2C=CC=CC=2)=CC=1.C1COCC1.ClCCl. The product is [Br:22][C:3]1[C:2]([Cl:1])=[N:7][N:6]2[C:8]([C:11]3[CH:16]=[CH:15][CH:14]=[CH:13][C:12]=3[F:17])=[N:9][N:10]=[C:5]2[CH:4]=1. The yield is 0.880. (6) The reactants are [F:1][C:2]1[CH:7]=[CH:6][CH:5]=[CH:4][C:3]=1[NH:8][C:9]1[O:13][C:12]([C:14]([NH:16][CH:17]2[CH2:22][CH2:21][NH:20][CH2:19][CH2:18]2)=[O:15])=[N:11][N:10]=1.Cl[C:24]1[CH:32]=[CH:31][C:27]([C:28]([NH2:30])=[O:29])=[CH:26][N:25]=1. The catalyst is CN(C=O)C. The product is [F:1][C:2]1[CH:7]=[CH:6][CH:5]=[CH:4][C:3]=1[NH:8][C:9]1[O:13][C:12]([C:14]([NH:16][CH:17]2[CH2:18][CH2:19][N:20]([C:24]3[CH:32]=[CH:31][C:27]([C:28]([NH2:30])=[O:29])=[CH:26][N:25]=3)[CH2:21][CH2:22]2)=[O:15])=[N:11][N:10]=1. The yield is 0.0250. (7) The reactants are [N:1]1([CH2:6][C:7]2[N:12]=[C:11]([NH:13]C(=O)OC(C)(C)C)[CH:10]=[CH:9][CH:8]=2)[CH2:5][CH2:4][CH2:3][CH2:2]1.C(O)(C(F)(F)F)=O. The catalyst is ClCCl. The product is [N:1]1([CH2:6][C:7]2[N:12]=[C:11]([NH2:13])[CH:10]=[CH:9][CH:8]=2)[CH2:5][CH2:4][CH2:3][CH2:2]1. The yield is 0.920.